From a dataset of Full USPTO retrosynthesis dataset with 1.9M reactions from patents (1976-2016). Predict the reactants needed to synthesize the given product. (1) Given the product [CH3:1][O:2][C:3]1[CH:4]=[C:5]([CH2:19][NH2:20])[CH:6]=[C:7]([C:9]2[CH:10]=[CH:11][C:12]([C:15]([F:16])([F:18])[F:17])=[CH:13][CH:14]=2)[CH:8]=1, predict the reactants needed to synthesize it. The reactants are: [CH3:1][O:2][C:3]1[CH:4]=[C:5]([C:19]#[N:20])[CH:6]=[C:7]([C:9]2[CH:14]=[CH:13][C:12]([C:15]([F:18])([F:17])[F:16])=[CH:11][CH:10]=2)[CH:8]=1.[H][H]. (2) Given the product [CH3:29][N:24]([CH3:23])[CH2:25][C:26]([NH:30][C:31]1[CH:38]=[CH:37][C:34]([CH2:35][OH:36])=[CH:33][CH:32]=1)=[O:27], predict the reactants needed to synthesize it. The reactants are: C1C=CC2N(O)N=NC=2C=1.CCN=C=NCCCN(C)C.Cl.[CH3:23][N:24]1[CH2:29]C[O:27][CH2:26][CH2:25]1.[NH2:30][C:31]1[CH:38]=[CH:37][C:34]([CH2:35][OH:36])=[CH:33][CH:32]=1.Cl.CN(C)CC(O)=O.C(=O)(O)[O-].[Na+]. (3) Given the product [CH2:1]([O:8][C@H:9]1[CH2:14][CH2:13][CH2:12][C@@H:10]1[NH:15][CH2:17][CH2:16][CH2:22][S:19]([OH:21])(=[O:20])=[O:18])[C:2]1[CH:3]=[CH:4][CH:5]=[CH:6][CH:7]=1, predict the reactants needed to synthesize it. The reactants are: [CH2:1]([O:8][C@H:9]1[CH2:14][CH2:13][CH2:12]C[C@@H:10]1[NH2:15])[C:2]1[CH:7]=[CH:6][CH:5]=[CH:4][CH:3]=1.[CH2:16]1[CH2:22][S:19](=[O:21])(=[O:20])[O:18][CH2:17]1. (4) Given the product [C:1]([C:3]1[C:4]([N:17]2[CH2:20][CH:19]([C:21](=[O:23])[NH:36][S:33]([CH2:32][C:26]3[CH:27]=[CH:28][C:29]([F:31])=[CH:30][C:25]=3[F:24])(=[O:34])=[O:35])[CH2:18]2)=[N:5][C:6]([CH:14]([F:16])[F:15])=[C:7]([CH:8]=1)[C:9]([O:11][CH2:12][CH3:13])=[O:10])#[N:2], predict the reactants needed to synthesize it. The reactants are: [C:1]([C:3]1[C:4]([N:17]2[CH2:20][CH:19]([C:21]([OH:23])=O)[CH2:18]2)=[N:5][C:6]([CH:14]([F:16])[F:15])=[C:7]([C:9]([O:11][CH2:12][CH3:13])=[O:10])[CH:8]=1)#[N:2].[F:24][C:25]1[CH:30]=[C:29]([F:31])[CH:28]=[CH:27][C:26]=1[CH2:32][S:33]([NH2:36])(=[O:35])=[O:34]. (5) Given the product [Cl:1][C:2]1[S:6][C:5]([S:7]([N:10]([CH2:26][C:27]2[CH:32]=[CH:31][C:30]([C:33]3[O:34][CH:35]=[CH:36][N:37]=3)=[C:29]([F:38])[C:28]=2[F:39])[C@@H:11]2[CH2:16][CH2:15][CH2:14][CH2:13][C@H:12]2[CH2:17][OH:18])(=[O:9])=[O:8])=[CH:4][CH:3]=1, predict the reactants needed to synthesize it. The reactants are: [Cl:1][C:2]1[S:6][C:5]([S:7]([NH:10][C@@H:11]2[CH2:16][CH2:15][CH2:14][CH2:13][C@H:12]2[CH2:17][OH:18])(=[O:9])=[O:8])=[CH:4][CH:3]=1.C(=O)([O-])[O-].[Cs+].[Cs+].Br[CH2:26][C:27]1[CH:32]=[CH:31][C:30]([C:33]2[O:34][CH:35]=[CH:36][N:37]=2)=[C:29]([F:38])[C:28]=1[F:39].O1C=NC(C2C=CC(CN([C@@H]3CCCC[C@H]3CO)S(C3C=CC(Cl)=CC=3)(=O)=O)=CC=2)=N1. (6) Given the product [CH3:29][O:30][C:31]1[CH:32]=[C:33]([CH:36]=[CH:37][CH:38]=1)[CH2:34][NH:35][C:2]1[CH:3]=[C:4]2[C:9](=[CH:10][CH:11]=1)[N:8]=[C:7]([NH:12][CH2:23][C:22]1[CH:25]=[CH:26][CH:27]=[CH:28][C:21]=1[O:20][CH3:19])[CH:6]=[C:5]2[C:13]1[CH:18]=[CH:17][CH:16]=[CH:15][CH:14]=1, predict the reactants needed to synthesize it. The reactants are: Cl[C:2]1[CH:3]=[C:4]2[C:9](=[CH:10][CH:11]=1)[N:8]=[C:7]([NH2:12])[CH:6]=[C:5]2[C:13]1[CH:18]=[CH:17][CH:16]=[CH:15][CH:14]=1.[CH3:19][O:20][C:21]1[CH:28]=[CH:27][CH:26]=[CH:25][C:22]=1[CH:23]=O.[CH3:29][O:30][C:31]1[CH:32]=[C:33]([CH:36]=[CH:37][CH:38]=1)[CH2:34][NH2:35].